From a dataset of Catalyst prediction with 721,799 reactions and 888 catalyst types from USPTO. Predict which catalyst facilitates the given reaction. (1) Reactant: [CH2:1]([O:3][C:4]([C:6]1[CH2:10][CH2:9][CH2:8][C:7]=1[NH:11][CH:12]([CH3:14])[CH3:13])=[O:5])[CH3:2].C(O[BH-](OC(=O)C)OC(=O)C)(=O)C.[Na+]. Product: [CH2:1]([O:3][C:4]([CH:6]1[CH2:10][CH2:9][CH2:8][CH:7]1[NH:11][CH:12]([CH3:13])[CH3:14])=[O:5])[CH3:2]. The catalyst class is: 15. (2) Reactant: [F:1][C:2]1[C:3]([NH:25][C:26]2[CH:31]=[CH:30][C:29]([I:32])=[CH:28][C:27]=2[F:33])=[C:4]([CH:12]=[C:13](/[CH:16]=[N:17]/[O:18][CH2:19][CH2:20][C:21](=[O:24])NC)[C:14]=1[F:15])[C:5]([NH:7][O:8][CH2:9][CH2:10][OH:11])=[O:6].ClC(Cl)C(O)=O. Product: [F:1][C:2]1[C:3]([NH:25][C:26]2[CH:31]=[CH:30][C:29]([I:32])=[CH:28][C:27]=2[F:33])=[C:4]([CH:12]=[C:13]([CH2:16][N:17]2[C:21](=[O:24])[CH2:20][CH2:19][O:18]2)[C:14]=1[F:15])[C:5]([NH:7][O:8][CH2:9][CH2:10][OH:11])=[O:6]. The catalyst class is: 4. (3) Reactant: C(N(C(C)C)CC)(C)C.CN(C(ON1N=NC2C=CC=NC1=2)=[N+](C)C)C.F[P-](F)(F)(F)(F)F.[Cl:34][C:35]1[C:39]([Cl:40])=[C:38]([CH3:41])[NH:37][C:36]=1[C:42](NC1CCN(C2C=C(C3N=CON=3)C=C(Cl)N=2)CC1)=[O:43].Cl.[NH2:64][CH:65]1[CH2:70][CH2:69][N:68]([C:71]2[N:76]=[C:75]([S:77][CH3:78])[N:74]=[C:73]([NH2:79])[CH:72]=2)[CH2:67][CH2:66]1. Product: [NH2:79][C:73]1[N:74]=[C:75]([S:77][CH3:78])[N:76]=[C:71]([N:68]2[CH2:69][CH2:70][CH:65]([NH:64][C:42]([C:36]3[NH:37][C:38]([CH3:41])=[C:39]([Cl:40])[C:35]=3[Cl:34])=[O:43])[CH2:66][CH2:67]2)[CH:72]=1. The catalyst class is: 3. (4) Reactant: [NH2:1][C:2]1[N:3]=[N:4][C:5]([Cl:9])=[CH:6][C:7]=1[Cl:8].[CH:10](O)(C)[CH3:11].ClCC=O. Product: [Cl:9][C:5]1[CH:6]=[C:7]([Cl:8])[C:2]2[N:3]([CH:10]=[CH:11][N:1]=2)[N:4]=1. The catalyst class is: 6. (5) Reactant: [C:1]([O:5][C:6](=[O:19])/[C:7](/[CH3:18])=[CH:8]/[C:9]1[O:10][C:11]([C:14]([O:16][CH3:17])=[O:15])=[CH:12][CH:13]=1)([CH3:4])([CH3:3])[CH3:2]. Product: [CH3:17][O:16][C:14]([C:11]1[O:10][C:9]([CH2:8][CH:7]([C:6]([O:5][C:1]([CH3:2])([CH3:4])[CH3:3])=[O:19])[CH3:18])=[CH:13][CH:12]=1)=[O:15]. The catalyst class is: 19.